This data is from NCI-60 drug combinations with 297,098 pairs across 59 cell lines. The task is: Regression. Given two drug SMILES strings and cell line genomic features, predict the synergy score measuring deviation from expected non-interaction effect. (1) Drug 1: CS(=O)(=O)C1=CC(=C(C=C1)C(=O)NC2=CC(=C(C=C2)Cl)C3=CC=CC=N3)Cl. Drug 2: CC1=C2C(C(=O)C3(C(CC4C(C3C(C(C2(C)C)(CC1OC(=O)C(C(C5=CC=CC=C5)NC(=O)OC(C)(C)C)O)O)OC(=O)C6=CC=CC=C6)(CO4)OC(=O)C)O)C)O. Cell line: IGROV1. Synergy scores: CSS=33.9, Synergy_ZIP=2.88, Synergy_Bliss=6.97, Synergy_Loewe=-8.58, Synergy_HSA=7.19. (2) Drug 1: CNC(=O)C1=CC=CC=C1SC2=CC3=C(C=C2)C(=NN3)C=CC4=CC=CC=N4. Drug 2: CC1C(C(CC(O1)OC2CC(OC(C2O)C)OC3=CC4=CC5=C(C(=O)C(C(C5)C(C(=O)C(C(C)O)O)OC)OC6CC(C(C(O6)C)O)OC7CC(C(C(O7)C)O)OC8CC(C(C(O8)C)O)(C)O)C(=C4C(=C3C)O)O)O)O. Cell line: K-562. Synergy scores: CSS=56.4, Synergy_ZIP=15.8, Synergy_Bliss=15.3, Synergy_Loewe=13.5, Synergy_HSA=16.6. (3) Drug 1: CC1C(C(CC(O1)OC2CC(CC3=C2C(=C4C(=C3O)C(=O)C5=C(C4=O)C(=CC=C5)OC)O)(C(=O)C)O)N)O.Cl. Drug 2: CCCCC(=O)OCC(=O)C1(CC(C2=C(C1)C(=C3C(=C2O)C(=O)C4=C(C3=O)C=CC=C4OC)O)OC5CC(C(C(O5)C)O)NC(=O)C(F)(F)F)O. Cell line: NCI-H322M. Synergy scores: CSS=4.88, Synergy_ZIP=-2.33, Synergy_Bliss=-0.699, Synergy_Loewe=-0.947, Synergy_HSA=-0.0838. (4) Drug 2: N.N.Cl[Pt+2]Cl. Synergy scores: CSS=78.3, Synergy_ZIP=1.29, Synergy_Bliss=0.697, Synergy_Loewe=2.52, Synergy_HSA=4.55. Cell line: SK-MEL-5. Drug 1: CC=C1C(=O)NC(C(=O)OC2CC(=O)NC(C(=O)NC(CSSCCC=C2)C(=O)N1)C(C)C)C(C)C.